Dataset: Forward reaction prediction with 1.9M reactions from USPTO patents (1976-2016). Task: Predict the product of the given reaction. (1) The product is: [C@@H:13]1([NH:22][C:7](=[O:9])[C:6]2[CH:10]=[CH:11][C:3]([O:2][CH3:1])=[C:4]([CH3:12])[CH:5]=2)[C:21]2[C:16](=[CH:17][CH:18]=[CH:19][CH:20]=2)[CH2:15][CH2:14]1. Given the reactants [CH3:1][O:2][C:3]1[CH:11]=[CH:10][C:6]([C:7]([OH:9])=O)=[CH:5][C:4]=1[CH3:12].[C@@H:13]1([NH2:22])[C:21]2[C:16](=[CH:17][CH:18]=[CH:19][CH:20]=2)[CH2:15][CH2:14]1, predict the reaction product. (2) Given the reactants [Cl:1][C:2]1[CH:3]=[C:4]([CH:25]=[CH:26][C:27]=1[Cl:28])[CH2:5][O:6][C:7]1[CH:8]=[C:9]([C@@H:13]2[O:18][C:17]3[CH:19]=[CH:20][C:21]([CH:23]=O)=[CH:22][C:16]=3[O:15][CH2:14]2)[CH:10]=[CH:11][CH:12]=1.C1CCN2C(=NCCC2)CC1.[CH3:40][C:41]([O:44][C:45]([NH:47][CH:48](P(OC)(OC)=O)[C:49]([O:51][CH3:52])=[O:50])=[O:46])([CH3:43])[CH3:42], predict the reaction product. The product is: [CH3:52][O:51][C:49](=[O:50])[C:48]([NH:47][C:45]([O:44][C:41]([CH3:42])([CH3:40])[CH3:43])=[O:46])=[CH:23][C:21]1[CH:20]=[CH:19][C:17]2[O:18][C@@H:13]([C:9]3[CH:10]=[CH:11][CH:12]=[C:7]([O:6][CH2:5][C:4]4[CH:25]=[CH:26][C:27]([Cl:28])=[C:2]([Cl:1])[CH:3]=4)[CH:8]=3)[CH2:14][O:15][C:16]=2[CH:22]=1. (3) Given the reactants [CH3:1][N:2]1[C:6]2[CH:7]=[C:8]3[O:22][CH2:21][C:11]4([C:19]5[C:14](=[CH:15][CH:16]=[CH:17][CH:18]=5)[NH:13][C:12]4=[O:20])[C:9]3=[CH:10][C:5]=2[O:4][C:3]1=[O:23].N1C2C(=CC=CC=2)C2(COC3C=C4C(=CC2=3)CCO4)C1=O.Br[CH2:46][C:47]1[O:48][C:49]([C:52]([F:55])([F:54])[F:53])=[CH:50][CH:51]=1.ClCC1C=NC(OC)=NC=1, predict the reaction product. The product is: [CH3:1][N:2]1[C:6]2[CH:7]=[C:8]3[O:22][CH2:21][C:11]4([C:19]5[C:14](=[CH:15][CH:16]=[CH:17][CH:18]=5)[N:13]([CH2:46][C:47]5[O:48][C:49]([C:52]([F:55])([F:54])[F:53])=[CH:50][CH:51]=5)[C:12]4=[O:20])[C:9]3=[CH:10][C:5]=2[O:4][C:3]1=[O:23].